From a dataset of Full USPTO retrosynthesis dataset with 1.9M reactions from patents (1976-2016). Predict the reactants needed to synthesize the given product. (1) Given the product [O:1]([C:8]1[CH:13]=[CH:12][C:11]([C:14]2[C:22]3[C:17](=[N:18][CH:19]=[N:20][C:21]=3[NH2:23])[N:16]([C@@H:44]3[CH2:49][CH2:48][CH2:47][NH:46][CH2:45]3)[N:15]=2)=[CH:10][CH:9]=1)[C:2]1[CH:7]=[CH:6][CH:5]=[CH:4][CH:3]=1, predict the reactants needed to synthesize it. The reactants are: [O:1]([C:8]1[CH:13]=[CH:12][C:11]([C:14]2[C:22]3[C:17](=[N:18][CH:19]=[N:20][C:21]=3[NH2:23])[NH:16][N:15]=2)=[CH:10][CH:9]=1)[C:2]1[CH:7]=[CH:6][CH:5]=[CH:4][CH:3]=1.C1(P(C2C=CC=CC=2)C2C=CC=CC=2)C=CC=CC=1.O[C@H:44]1[CH2:49][CH2:48][CH2:47][N:46](C(OC(C)(C)C)=O)[CH2:45]1.CC(OC(/N=N/C(OC(C)C)=O)=O)C. (2) Given the product [OH:11][C:12]([CH3:26])([CH2:17][S:18][C:19]1[CH:24]=[CH:23][C:22]([F:25])=[CH:21][CH:20]=1)[C:13]([OH:15])=[O:14], predict the reactants needed to synthesize it. The reactants are: FC1C=CC(S)=CC=1.[H-].[Na+].[OH:11][C:12]([CH3:26])([CH2:17][S:18][C:19]1[CH:24]=[CH:23][C:22]([F:25])=[CH:21][CH:20]=1)[C:13]([O:15]C)=[O:14].[OH-].[K+]. (3) Given the product [CH3:3][C:4]1[C:13]([CH3:14])=[C:12]([C:21](=[O:26])[CH2:22][CH2:23][CH2:24][CH3:25])[C:11]2[C:6](=[C:7]([F:20])[CH:8]=[C:9]([C:16]([CH3:19])([CH3:18])[CH3:17])[CH:10]=2)[N:5]=1, predict the reactants needed to synthesize it. The reactants are: [H-].[Na+].[CH3:3][C:4]1[C:13]([CH3:14])=[C:12](O)[C:11]2[C:6](=[C:7]([F:20])[CH:8]=[C:9]([C:16]([CH3:19])([CH3:18])[CH3:17])[CH:10]=2)[N:5]=1.[C:21](Cl)(=[O:26])[CH2:22][CH2:23][CH2:24][CH3:25]. (4) Given the product [Br:1][C:2]1[CH:3]=[CH:4][C:5]([C:8]([NH:10][CH2:11][CH2:12][CH:13]2[CH2:17][C:16](=[O:18])[CH:15]([C:19]3[C:24]([CH3:25])=[CH:23][C:22]([CH3:26])=[CH:21][C:20]=3[CH3:27])[C:14]2=[O:28])=[O:9])=[N:6][CH:7]=1, predict the reactants needed to synthesize it. The reactants are: [Br:1][C:2]1[CH:3]=[CH:4][C:5]([C:8]([NH:10][CH2:11][CH2:12][CH:13]2[CH2:17][C:16](=[O:18])[C:15]([C:19]3[C:24]([CH3:25])=[CH:23][C:22]([CH3:26])=[CH:21][C:20]=3[CH3:27])=[C:14]2[O:28]C)=[O:9])=[N:6][CH:7]=1.Cl.